From a dataset of Forward reaction prediction with 1.9M reactions from USPTO patents (1976-2016). Predict the product of the given reaction. (1) Given the reactants [NH2:1][C:2]1[CH:7]=[C:6]([OH:8])[CH:5]=[CH:4][C:3]=1[S:9]([NH:12][C:13]1[CH:14]=[CH:15][C:16]2[CH2:20][O:19][B:18]([OH:21])[C:17]=2[CH:22]=1)(=[O:11])=[O:10].[O:23]([CH2:30][C:31](Cl)=[O:32])[C:24]1[CH:29]=[CH:28][CH:27]=[CH:26][CH:25]=1, predict the reaction product. The product is: [OH:8][C:6]1[CH:5]=[CH:4][C:3]([S:9](=[O:10])(=[O:11])[NH:12][C:13]2[CH:14]=[CH:15][C:16]3[CH2:20][O:19][B:18]([OH:21])[C:17]=3[CH:22]=2)=[C:2]([NH:1][C:31](=[O:32])[CH2:30][O:23][C:24]2[CH:29]=[CH:28][CH:27]=[CH:26][CH:25]=2)[CH:7]=1. (2) Given the reactants [S:1]1[C:5]([NH:6][CH2:7][CH2:8][CH3:9])=[N:4][N:3]2[CH:10]=[CH:11][N:12]=[C:2]12.[I:13]N1C(=O)CCC1=O, predict the reaction product. The product is: [I:13][C:10]1[N:3]2[C:2]([S:1][C:5]([NH:6][CH2:7][CH2:8][CH3:9])=[N:4]2)=[N:12][CH:11]=1. (3) Given the reactants Br.Br[CH2:3][C:4]([C:6]1[CH:11]=[CH:10][N:9]=[CH:8][CH:7]=1)=O.[CH3:12][C:13]1[CH:14]=[C:15]([NH:20][C:21]([NH2:23])=[S:22])[CH:16]=[C:17]([CH3:19])[CH:18]=1.N, predict the reaction product. The product is: [CH3:19][C:17]1[CH:16]=[C:15]([NH:20][C:21]2[S:22][CH:3]=[C:4]([C:6]3[CH:11]=[CH:10][N:9]=[CH:8][CH:7]=3)[N:23]=2)[CH:14]=[C:13]([CH3:12])[CH:18]=1.